This data is from Reaction yield outcomes from USPTO patents with 853,638 reactions. The task is: Predict the reaction yield, written as a fraction of the theoretical maximum amount of product (1.0 means a 100% yield; for example, 0.34 means a 34% yield). (1) The reactants are [C:1]([NH:5][C:6]([NH:8][C:9]1([C:15]2[CH:20]=[CH:19][CH:18]=[C:17]([N+:21]([O-:23])=[O:22])[CH:16]=2)[CH2:11][CH:10]1[CH2:12][CH2:13]O)=[S:7])([CH3:4])([CH3:3])[CH3:2].C1(P(C2C=CC=CC=2)C2C=CC=CC=2)C=CC=CC=1.C(Br)(Br)(Br)Br.C([O-])(O)=O.[Na+]. The catalyst is ClCCl.[Cl-].[Na+].O.O. The product is [C:1]([NH:5][C:6]1[S:7][CH2:13][CH2:12][CH:10]2[C:9]([C:15]3[CH:20]=[CH:19][CH:18]=[C:17]([N+:21]([O-:23])=[O:22])[CH:16]=3)([CH2:11]2)[N:8]=1)([CH3:4])([CH3:3])[CH3:2]. The yield is 0.715. (2) The reactants are [F:1][C:2]([F:11])([F:10])[C:3]1[CH:8]=[CH:7][C:6]([OH:9])=[CH:5][CH:4]=1.[CH2:12](Br)[CH:13]=[CH2:14].C([O-])([O-])=O.[Cs+].[Cs+]. The catalyst is O.CN(C=O)C. The product is [CH2:14]([O:9][C:6]1[CH:5]=[CH:4][C:3]([C:2]([F:10])([F:11])[F:1])=[CH:8][CH:7]=1)[CH:13]=[CH2:12]. The yield is 0.510. (3) The reactants are [Br:1][C:2]1[CH:7]=[CH:6][C:5]([O:8][CH3:9])=[CH:4][C:3]=1[NH2:10].C(O[CH:14]=[C:15]([C:21]([O:23][CH2:24][CH3:25])=[O:22])[C:16]([O:18][CH2:19][CH3:20])=[O:17])C. No catalyst specified. The product is [CH2:19]([O:18][C:16](=[O:17])[C:15](=[CH:14][NH:10][C:3]1[CH:4]=[C:5]([O:8][CH3:9])[CH:6]=[CH:7][C:2]=1[Br:1])[C:21]([O:23][CH2:24][CH3:25])=[O:22])[CH3:20]. The yield is 0.810. (4) The product is [CH:21]1([C:19]([C:13]2[CH:14]=[C:15]([CH3:18])[CH:16]=[CH:17][C:12]=2[NH:11][C:9](=[O:10])[NH:8][C:5]2[S:6][CH:7]=[C:3]([CH2:2][NH:1][S:28]([N:27]([CH3:32])[CH3:26])(=[O:30])=[O:29])[N:4]=2)=[O:20])[CH2:25][CH2:24][CH2:23][CH2:22]1. The reactants are [NH2:1][CH2:2][C:3]1[N:4]=[C:5]([NH:8][C:9]([NH:11][C:12]2[CH:17]=[CH:16][C:15]([CH3:18])=[CH:14][C:13]=2[C:19]([CH:21]2[CH2:25][CH2:24][CH2:23][CH2:22]2)=[O:20])=[O:10])[S:6][CH:7]=1.[CH3:26][N:27]([CH3:32])[S:28](Cl)(=[O:30])=[O:29]. The yield is 0.890. No catalyst specified. (5) The product is [N+:11]([C:14]1[C:19]2[NH:20][C:21]([CH2:24][NH2:25])([C:26]3[CH:31]=[CH:30][CH:29]=[CH:28][N:27]=3)[CH2:22][O:23][C:18]=2[CH:17]=[CH:16][CH:15]=1)([O-:13])=[O:12]. The yield is 1.00. The reactants are [H-].C([Al+]CC(C)C)C(C)C.[N+:11]([C:14]1[C:19]2[NH:20][C:21]([C:26]3[CH:31]=[CH:30][CH:29]=[CH:28][N:27]=3)([C:24]#[N:25])[CH2:22][O:23][C:18]=2[CH:17]=[CH:16][CH:15]=1)([O-:13])=[O:12]. The catalyst is C1(C)C=CC=CC=1. (6) The reactants are [C:1]([C:3]1([C:9]([O:11][C:12]([CH3:15])([CH3:14])[CH3:13])=[O:10])[CH2:8][CH2:7][O:6][CH2:5][CH2:4]1)#[N:2]. The catalyst is CO.[Ni]. The product is [NH2:2][CH2:1][C:3]1([C:9]([O:11][C:12]([CH3:15])([CH3:14])[CH3:13])=[O:10])[CH2:8][CH2:7][O:6][CH2:5][CH2:4]1. The yield is 0.830. (7) The reactants are [Cl:1][C:2]1[C:3]([C:9]2[N:14]=[C:13]([NH:15][CH2:16][CH:17]3[CH2:22][CH2:21][O:20][CH2:19][CH2:18]3)[CH:12]=[N:11][C:10]=2[CH3:23])=[CH:4][C:5](F)=[N:6][CH:7]=1.[C@H:24]1([NH2:31])[CH2:29][CH2:28][C@H:27]([NH2:30])[CH2:26][CH2:25]1. The catalyst is CS(C)=O. The product is [Cl:1][C:2]1[C:3]([C:9]2[C:10]([CH3:23])=[N:11][CH:12]=[C:13]([NH:15][CH2:16][CH:17]3[CH2:22][CH2:21][O:20][CH2:19][CH2:18]3)[N:14]=2)=[CH:4][C:5]([NH:30][C@H:27]2[CH2:28][CH2:29][C@H:24]([NH2:31])[CH2:25][CH2:26]2)=[N:6][CH:7]=1. The yield is 0.0971. (8) The reactants are Br[C:2]1[CH:3]=[C:4]([NH:10][C:11]2[CH:15]=[CH:14][N:13]([CH:16]3[CH2:18][CH2:17]3)[N:12]=2)[C:5](=[O:9])[N:6]([CH3:8])[CH:7]=1.C([O:22][CH2:23][C:24]1[C:29](B2OC(C)(C)C(C)(C)O2)=[CH:28][CH:27]=[CH:26][C:25]=1[N:39]1[CH2:47][C:46]2[C:41](=[CH:42][CH:43]=[C:44]([C:48]([CH3:51])([CH3:50])[CH3:49])[CH:45]=2)[C:40]1=[O:52])(=O)C.C(=O)([O-])[O-].[Na+].[Na+].O.[OH-].[Li+]. The product is [C:48]([C:44]1[CH:45]=[C:46]2[C:41](=[CH:42][CH:43]=1)[C:40](=[O:52])[N:39]([C:25]1[CH:26]=[CH:27][CH:28]=[C:29]([C:2]3[CH:3]=[C:4]([NH:10][C:11]4[CH:15]=[CH:14][N:13]([CH:16]5[CH2:18][CH2:17]5)[N:12]=4)[C:5](=[O:9])[N:6]([CH3:8])[CH:7]=3)[C:24]=1[CH2:23][OH:22])[CH2:47]2)([CH3:51])([CH3:49])[CH3:50]. The yield is 0.390. The catalyst is C(OCC)(=O)C.O.C1C=CC([P]([Pd]([P](C2C=CC=CC=2)(C2C=CC=CC=2)C2C=CC=CC=2)([P](C2C=CC=CC=2)(C2C=CC=CC=2)C2C=CC=CC=2)[P](C2C=CC=CC=2)(C2C=CC=CC=2)C2C=CC=CC=2)(C2C=CC=CC=2)C2C=CC=CC=2)=CC=1.O1CCOCC1.CN(C=O)C.